From a dataset of Reaction yield outcomes from USPTO patents with 853,638 reactions. Predict the reaction yield, written as a fraction of the theoretical maximum amount of product (1.0 means a 100% yield; for example, 0.34 means a 34% yield). (1) No catalyst specified. The reactants are [Cl:1][C:2]1[CH:7]=[C:6]([Cl:8])[CH:5]=[CH:4][C:3]=1[C:9]1[CH:10]=[C:11]2[C@@H:21]3[CH2:22][N:23](C(OC(C)(C)C)=O)[CH2:24][CH2:25][C@@H:20]3[N:13]3[CH2:14][CH2:15][N:16]([CH3:19])[C:17]([CH:18]=1)=[C:12]23.[OH-].[Na+]. The yield is 0.800. The product is [Cl:1][C:2]1[CH:7]=[C:6]([Cl:8])[CH:5]=[CH:4][C:3]=1[C:9]1[CH:10]=[C:11]2[C@@H:21]3[CH2:22][NH:23][CH2:24][CH2:25][C@@H:20]3[N:13]3[CH2:14][CH2:15][N:16]([CH3:19])[C:17]([CH:18]=1)=[C:12]23. (2) The catalyst is ClCCl. The reactants are [OH:1][C@H:2]([CH3:21])[C:3]([C:5]1[CH:10]=[CH:9][C:8]([O:11][CH2:12][C:13]2[CH:18]=[CH:17][C:16]([O:19][CH3:20])=[CH:15][CH:14]=2)=[CH:7][CH:6]=1)=[O:4].[CH3:22][S:23](Cl)(=[O:25])=[O:24].C(N(CC)CC)C.C(=O)([O-])O.[Na+]. The product is [CH3:22][S:23]([O:1][C@H:2]([CH3:21])[C:3]([C:5]1[CH:6]=[CH:7][C:8]([O:11][CH2:12][C:13]2[CH:14]=[CH:15][C:16]([O:19][CH3:20])=[CH:17][CH:18]=2)=[CH:9][CH:10]=1)=[O:4])(=[O:25])=[O:24]. The yield is 0.930. (3) The reactants are C[Si]([N-][Si](C)(C)C)(C)C.[Na+].[CH2:11]([NH:13][C:14](=[O:25])[C:15]1[CH:20]=[CH:19][CH:18]=[CH:17][C:16]=1[Si:21]([CH3:24])([CH3:23])[CH3:22])[CH3:12].[CH3:26][O:27][CH2:28]Cl. The catalyst is C1COCC1. The product is [CH2:11]([N:13]([CH2:26][O:27][CH3:28])[C:14](=[O:25])[C:15]1[CH:20]=[CH:19][CH:18]=[CH:17][C:16]=1[Si:21]([CH3:24])([CH3:23])[CH3:22])[CH3:12]. The yield is 0.490.